From a dataset of Catalyst prediction with 721,799 reactions and 888 catalyst types from USPTO. Predict which catalyst facilitates the given reaction. (1) Reactant: [C:1]([C:5]1[CH:9]=[C:8]([CH2:10][NH:11][C:12]([NH:14][C:15]2[CH:16]=[N:17][C:18]([C:21]#[N:22])=[CH:19][CH:20]=2)=[O:13])[N:7]([C:23]2[CH:28]=[CH:27][CH:26]=[C:25]([Cl:29])[CH:24]=2)[N:6]=1)([CH3:4])([CH3:3])[CH3:2].S(=O)(=O)(O)[OH:31]. Product: [C:1]([C:5]1[CH:9]=[C:8]([CH2:10][NH:11][C:12](=[O:13])[NH:14][C:15]2[CH:20]=[CH:19][C:18]([C:21]([NH2:22])=[O:31])=[N:17][CH:16]=2)[N:7]([C:23]2[CH:28]=[CH:27][CH:26]=[C:25]([Cl:29])[CH:24]=2)[N:6]=1)([CH3:4])([CH3:2])[CH3:3]. The catalyst class is: 74. (2) Reactant: [CH3:1][C:2]1[C:7]([S:8]([CH3:11])(=[O:10])=[O:9])=[CH:6][CH:5]=[CH:4][C:3]=1[CH:12]1[CH2:17][CH2:16][NH:15][CH2:14][CH2:13]1.C(=O)([O-])[O-].[K+].[K+].[CH2:24](Br)[CH:25]=[CH2:26]. Product: [CH2:26]([N:15]1[CH2:16][CH2:17][CH:12]([C:3]2[CH:4]=[CH:5][CH:6]=[C:7]([S:8]([CH3:11])(=[O:10])=[O:9])[C:2]=2[CH3:1])[CH2:13][CH2:14]1)[CH:25]=[CH2:24]. The catalyst class is: 10. (3) Reactant: C(OC([NH:8][CH2:9][C:10]1[CH:11]=[C:12]([C:16]2[CH:21]=[CH:20][CH:19]=[C:18]([CH2:22][O:23][C:24]3[CH:29]=[CH:28][CH:27]=[CH:26][C:25]=3[CH:30]([CH3:38])[C:31]([O:33]C(C)(C)C)=[O:32])[CH:17]=2)[CH:13]=[CH:14][CH:15]=1)=O)(C)(C)C.Cl. Product: [NH2:8][CH2:9][C:10]1[CH:11]=[C:12]([C:16]2[CH:21]=[CH:20][CH:19]=[C:18]([CH2:22][O:23][C:24]3[CH:29]=[CH:28][CH:27]=[CH:26][C:25]=3[CH:30]([CH3:38])[C:31]([OH:33])=[O:32])[CH:17]=2)[CH:13]=[CH:14][CH:15]=1. The catalyst class is: 12.